This data is from Full USPTO retrosynthesis dataset with 1.9M reactions from patents (1976-2016). The task is: Predict the reactants needed to synthesize the given product. (1) Given the product [C:28]([C:25]1[CH:26]=[CH:27][C:22]([CH2:21][C:18]2([NH2:32])[CH2:19][CH2:20][N:15]([C:7]3[CH:6]=[CH:11][N:10]=[C:9]4[NH:12][N:13]=[CH:14][C:8]=34)[CH2:16][CH2:17]2)=[CH:23][CH:24]=1)([CH3:31])([CH3:29])[CH3:30], predict the reactants needed to synthesize it. The reactants are: C(OC([C:6]1[C:7]([N:15]2[CH2:20][CH2:19][C:18]([NH2:32])([CH2:21][C:22]3[CH:27]=[CH:26][C:25]([C:28]([CH3:31])([CH3:30])[CH3:29])=[CH:24][CH:23]=3)[CH2:17][CH2:16]2)=[C:8]2[CH:14]=[N:13][NH:12][C:9]2=[N:10][CH:11]=1)=O)C.O. (2) Given the product [NH2:1][C:2]1[N:7]=[C:6]([NH:8][C:9]([C:11]2[CH:16]=[CH:15][CH:14]=[CH:13][C:12]=2[F:17])=[O:10])[CH:5]=[CH:4][C:3]=1[C:6]1[N:7]([CH3:2])[N:29]=[C:27]([C:11]2[CH:16]=[CH:15][CH:14]=[CH:13][CH:12]=2)[CH:28]=1, predict the reactants needed to synthesize it. The reactants are: [NH2:1][C:2]1[N:7]=[C:6]([NH:8][C:9]([C:11]2[CH:16]=[CH:15][CH:14]=[CH:13][C:12]=2[F:17])=[O:10])[CH:5]=[CH:4][C:3]=1Br.[O-]P([O-])([O-])=O.[K+].[K+].[K+].[C:27](#[N:29])[CH3:28]. (3) The reactants are: [Br:1][C:2]1[CH:3]=[C:4]([CH:7]=[CH:8][C:9]=1F)[C:5]#[N:6].[C:11]([N:18]1[CH2:23][CH2:22][NH:21][CH2:20][CH2:19]1)([O:13][C:14]([CH3:17])([CH3:16])[CH3:15])=[O:12].CCN(C(C)C)C(C)C. Given the product [C:14]([O:13][C:11]([N:18]1[CH2:23][CH2:22][N:21]([C:9]2[CH:8]=[CH:7][C:4]([C:5]#[N:6])=[CH:3][C:2]=2[Br:1])[CH2:20][CH2:19]1)=[O:12])([CH3:17])([CH3:15])[CH3:16], predict the reactants needed to synthesize it. (4) The reactants are: Br.[CH3:2][O:3][CH2:4][CH2:5][N:6]1[C:10]2[CH2:11][CH2:12][O:13][CH2:14][C:9]=2[S:8][C:7]1=[NH:15].CCN=C=NCCCN(C)C.Cl.ON1C2C=CC=CC=2N=N1.C(N(CC)CC)C.[Cl:45][C:46]1[CH:47]=[CH:48][C:49]([O:55][CH3:56])=[C:50]([CH:54]=1)[C:51]([OH:53])=[O:52]. Given the product [C:51]([O-:53])(=[O:52])[CH3:50].[NH4+:6].[Cl:45][C:46]1[CH:47]=[CH:48][C:49]([O:55][CH3:56])=[C:50]([CH:54]=1)[C:51](/[N:15]=[C:7]1\[S:8][C:9]2[CH2:14][O:13][CH2:12][CH2:11][C:10]=2[N:6]\1[CH2:5][CH2:4][O:3][CH3:2])=[O:52], predict the reactants needed to synthesize it. (5) Given the product [Cl:1][C:2]1[CH:12]=[CH:11][C:5]([O:6][CH2:7][C:8]([N:37]2[CH2:38][CH2:39][CH2:40][N:41]([CH2:23][C:22]3[CH:21]=[CH:20][C:19]([F:18])=[CH:32][CH:31]=3)[CH2:43][CH2:36]2)=[O:10])=[C:4]([C:13]2[O:17][N:16]=[CH:15][CH:14]=2)[CH:3]=1, predict the reactants needed to synthesize it. The reactants are: [Cl:1][C:2]1[CH:12]=[CH:11][C:5]([O:6][CH2:7][C:8]([OH:10])=O)=[C:4]([C:13]2[O:17][N:16]=[CH:15][CH:14]=2)[CH:3]=1.[F:18][C:19]1[CH:32]=[CH:31][C:22]([CH2:23]C2OCCNCC2)=[CH:21][CH:20]=1.CCN=[C:36]=[N:37][CH2:38][CH2:39][CH2:40][N:41]([CH3:43])C.C1C=CC2N(O)N=NC=2C=1.CCN(C(C)C)C(C)C. (6) Given the product [CH2:2]([O:9][C:10](=[O:16])[C@@H:11]([NH:15][C:27](=[O:28])[CH2:26][C:22]1[CH:23]=[CH:24][CH:25]=[C:20]([O:19][C:18]([F:30])([F:17])[F:31])[CH:21]=1)[CH:12]([CH3:14])[CH3:13])[C:3]1[CH:8]=[CH:7][CH:6]=[CH:5][CH:4]=1, predict the reactants needed to synthesize it. The reactants are: Cl.[CH2:2]([O:9][C:10](=[O:16])[C@@H:11]([NH2:15])[CH:12]([CH3:14])[CH3:13])[C:3]1[CH:8]=[CH:7][CH:6]=[CH:5][CH:4]=1.[F:17][C:18]([F:31])([F:30])[O:19][C:20]1[CH:21]=[C:22]([CH2:26][C:27](O)=[O:28])[CH:23]=[CH:24][CH:25]=1.O.ON1C2C=CC=CC=2N=N1.CN1CCOCC1.Cl.CN(C)CCCN=C=NCC.C(=O)([O-])O.[Na+].